Dataset: Full USPTO retrosynthesis dataset with 1.9M reactions from patents (1976-2016). Task: Predict the reactants needed to synthesize the given product. (1) Given the product [C:13]([C:10]([C:11]#[N:12])=[C:3]([NH:15][CH2:16][CH2:17][NH:18][C:19]([O:20][C:21]([CH3:24])([CH3:23])[CH3:22])=[O:25])[C:4]1[N:5]([CH3:9])[CH:6]=[CH:7][CH:8]=1)#[N:14], predict the reactants needed to synthesize it. The reactants are: CO[C:3](=[C:10]([C:13]#[N:14])[C:11]#[N:12])[C:4]1[N:5]([CH3:9])[CH:6]=[CH:7][CH:8]=1.[NH2:15][CH2:16][CH2:17][NH:18][C:19](=[O:25])[O:20][C:21]([CH3:24])([CH3:23])[CH3:22]. (2) Given the product [CH3:25][N:23]([CH3:24])[C:21]([C@@H:20]([NH:19][C:15]([C:7]1[CH:6]=[N:5][C:4]([CH:1]2[CH2:2][CH2:3]2)=[C:9]([O:10][CH2:11][CH:12]2[CH2:13][CH2:14]2)[N:8]=1)=[O:17])[CH2:26][CH:27]([CH3:28])[CH3:29])=[O:22], predict the reactants needed to synthesize it. The reactants are: [CH:1]1([C:4]2[N:5]=[CH:6][C:7]([C:15]([OH:17])=O)=[N:8][C:9]=2[O:10][CH2:11][CH:12]2[CH2:14][CH2:13]2)[CH2:3][CH2:2]1.Cl.[NH2:19][C@@H:20]([CH2:26][CH:27]([CH3:29])[CH3:28])[C:21]([N:23]([CH3:25])[CH3:24])=[O:22]. (3) Given the product [Cl:10][C:11]1[CH:12]=[C:13]([CH:27]=[CH:28][C:29]=1[Cl:30])[CH2:14][N:15]1[CH2:16][CH2:17][CH:18]([CH2:21][CH:22]([OH:24])[CH:2]([CH3:3])[CH3:1])[CH2:19][CH2:20]1, predict the reactants needed to synthesize it. The reactants are: [CH3:1][CH:2](C[AlH]CC(C)C)[CH3:3].[Cl:10][C:11]1[CH:12]=[C:13]([CH:27]=[CH:28][C:29]=1[Cl:30])[CH2:14][N:15]1[CH2:20][CH2:19][CH:18]([CH2:21][C:22]([O:24]CC)=O)[CH2:17][CH2:16]1. (4) Given the product [F:42][C:2]([F:1])([F:41])[C:3]1[CH:4]=[C:5]([CH:34]=[C:35]([C:37]([F:39])([F:40])[F:38])[CH:36]=1)[CH2:6][N:7]([CH2:25][C:26]1[C:31]([O:32][S:51]([C:50]([F:63])([F:62])[F:49])(=[O:53])=[O:52])=[CH:30][CH:29]=[C:28]([CH3:33])[N:27]=1)[C:8]1[N:13]=[CH:12][C:11]([N:14]2[CH2:19][CH2:18][CH:17]([C:20]([O:22][CH2:23][CH3:24])=[O:21])[CH2:16][CH2:15]2)=[CH:10][N:9]=1, predict the reactants needed to synthesize it. The reactants are: [F:1][C:2]([F:42])([F:41])[C:3]1[CH:4]=[C:5]([CH:34]=[C:35]([C:37]([F:40])([F:39])[F:38])[CH:36]=1)[CH2:6][N:7]([CH2:25][C:26]1[C:31]([OH:32])=[CH:30][CH:29]=[C:28]([CH3:33])[N:27]=1)[C:8]1[N:13]=[CH:12][C:11]([N:14]2[CH2:19][CH2:18][CH:17]([C:20]([O:22][CH2:23][CH3:24])=[O:21])[CH2:16][CH2:15]2)=[CH:10][N:9]=1.N1C=CC=CC=1.[F:49][C:50]([F:63])([F:62])[S:51](O[S:51]([C:50]([F:63])([F:62])[F:49])(=[O:53])=[O:52])(=[O:53])=[O:52].C(=O)(O)[O-].[Na+]. (5) Given the product [NH2:7][C:8]1[S:9][CH:2]=[C:3]([CH2:4][O:5][C:12](=[O:13])[CH3:11])[N:10]=1, predict the reactants needed to synthesize it. The reactants are: Cl[CH2:2][C:3](=O)[CH2:4][OH:5].[NH2:7][C:8]([NH2:10])=[S:9].[CH3:11][CH2:12][OH:13]. (6) Given the product [NH2:19][C:11]1[C:10]2=[N:26][N:27]([CH2:30][CH3:31])[C:28]([CH2:29][C:65]3([OH:64])[CH2:70][CH2:69][S:68][CH2:67][CH2:66]3)=[C:9]2[C:8]2[CH:7]=[CH:6][CH:5]=[CH:14][C:13]=2[N:12]=1, predict the reactants needed to synthesize it. The reactants are: C([C:5]1[CH:6]=[CH:7][C:8]2[C:9]3[C:10](=[N:26][N:27]([CH2:30][CH3:31])[C:28]=3[CH3:29])[C:11]([N:19](C([O-])=O)C([O-])=O)=[N:12][C:13]=2[C:14]=1C(C)(C)C)(C)(C)C.C(C1C=CC2C3C(=NN(CCC)C=3C)C(N(C([O-])=O)C([O-])=O)=NC=2C=1C(C)(C)C)(C)(C)C.[O:64]=[C:65]1[CH2:70][CH2:69][S:68][CH2:67][CH2:66]1.C1(=O)CCC1.